Task: Regression/Classification. Given a drug SMILES string, predict its absorption, distribution, metabolism, or excretion properties. Task type varies by dataset: regression for continuous measurements (e.g., permeability, clearance, half-life) or binary classification for categorical outcomes (e.g., BBB penetration, CYP inhibition). For this dataset (solubility_aqsoldb), we predict Y.. Dataset: Aqueous solubility values for 9,982 compounds from the AqSolDB database The drug is CC12CCC(CC1=O)C2(C)C. The Y is -1.98 log mol/L.